This data is from Forward reaction prediction with 1.9M reactions from USPTO patents (1976-2016). The task is: Predict the product of the given reaction. Given the reactants [Br:1][C:2]1[CH:7]=[CH:6][C:5]([OH:8])=[CH:4][CH:3]=1.[Cl:9][S:10](O)(=[O:12])=[O:11], predict the reaction product. The product is: [Br:1][C:2]1[CH:7]=[CH:6][C:5]([OH:8])=[C:4]([S:10]([Cl:9])(=[O:12])=[O:11])[CH:3]=1.